From a dataset of Reaction yield outcomes from USPTO patents with 853,638 reactions. Predict the reaction yield, written as a fraction of the theoretical maximum amount of product (1.0 means a 100% yield; for example, 0.34 means a 34% yield). (1) The reactants are [N+:1]([C:4]1[CH:9]=[CH:8][CH:7]=[CH:6][C:5]=1[OH:10])([O-:3])=[O:2].[F-].[Cs+].S(C1C=CC([N+]([O-])=O)=CC=1)(O[CH2:17][C@H:18]1[O:20][CH2:19]1)(=O)=O.O. The catalyst is CN(C=O)C. The product is [N+:1]([C:4]1[CH:9]=[CH:8][CH:7]=[CH:6][C:5]=1[O:10][CH2:17][C@H:18]1[O:20][CH2:19]1)([O-:3])=[O:2]. The yield is 0.900. (2) The reactants are [NH2:1][C:2]1[N:7]=[C:6]([NH:8][C:9]2[CH:16]=[CH:15][C:12]([CH:13]=[O:14])=[CH:11][CH:10]=2)[CH:5]=[C:4]([C:17]2[CH:22]=[C:21]([Cl:23])[CH:20]=[CH:19][C:18]=2[O:24][CH2:25][CH3:26])[CH:3]=1.[BH4-].[Na+].O.Cl. The catalyst is O1CCCC1.CO. The product is [NH2:1][C:2]1[N:7]=[C:6]([NH:8][C:9]2[CH:16]=[CH:15][C:12]([CH2:13][OH:14])=[CH:11][CH:10]=2)[CH:5]=[C:4]([C:17]2[CH:22]=[C:21]([Cl:23])[CH:20]=[CH:19][C:18]=2[O:24][CH2:25][CH3:26])[CH:3]=1. The yield is 0.390. (3) The catalyst is N1C=CC=CC=1.CCOC(C)=O.Cl. The reactants are [CH3:1][S:2](Cl)(=[O:4])=[O:3].[NH2:6][C:7]1[CH:12]=[CH:11][C:10]([CH2:13][C:14]#[N:15])=[C:9]([Br:16])[C:8]=1[Cl:17]. The yield is 0.750. The product is [Br:16][C:9]1[C:8]([Cl:17])=[C:7]([NH:6][S:2]([CH3:1])(=[O:4])=[O:3])[CH:12]=[CH:11][C:10]=1[CH2:13][C:14]#[N:15]. (4) The reactants are [CH2:1]([O:3][C:4](=[O:38])[CH:5]([C:19]1[CH:24]=[CH:23][C:22]([O:25][C@H:26]2[CH2:30][CH2:29][N:28]([C:31]([O:33][C:34]([CH3:37])([CH3:36])[CH3:35])=[O:32])[CH2:27]2)=[CH:21][CH:20]=1)[CH2:6][C:7]1[CH:16]=[CH:15][C:14]2[C:9](=[CH:10][C:11]([C:17]#[N:18])=[CH:12][CH:13]=2)[CH:8]=1)[CH3:2].[NH2-].[Na+]. The catalyst is C(O)C. The product is [CH2:1]([O:3][C:4](=[O:38])[C@H:5]([C:19]1[CH:24]=[CH:23][C:22]([O:25][C@H:26]2[CH2:30][CH2:29][N:28]([C:31]([O:33][C:34]([CH3:37])([CH3:36])[CH3:35])=[O:32])[CH2:27]2)=[CH:21][CH:20]=1)[CH2:6][C:7]1[CH:16]=[CH:15][C:14]2[C:9](=[CH:10][C:11]([C:17]#[N:18])=[CH:12][CH:13]=2)[CH:8]=1)[CH3:2]. The yield is 0.780.